From a dataset of CYP3A4 inhibition data for predicting drug metabolism from PubChem BioAssay. Regression/Classification. Given a drug SMILES string, predict its absorption, distribution, metabolism, or excretion properties. Task type varies by dataset: regression for continuous measurements (e.g., permeability, clearance, half-life) or binary classification for categorical outcomes (e.g., BBB penetration, CYP inhibition). Dataset: cyp3a4_veith. (1) The molecule is CC(=O)Nc1cc(-c2ccccc2)nn1Cc1ccc(Cl)cc1. The result is 0 (non-inhibitor). (2) The compound is CN(Cc1cc(Cl)cc(Cl)c1O)Cc1c(O)ccc2ccccc12. The result is 0 (non-inhibitor). (3) The molecule is CCc1ccc(OP(C)(=O)O)cc1.N. The result is 0 (non-inhibitor). (4) The molecule is CN1[C@H](CC(=O)c2ccccc2)CCC[C@H]1C[C@H](O)c1ccccc1. The result is 0 (non-inhibitor). (5) The compound is N=C(N)c1ccc(N=Nc2c(O)ccc3c2[nH]c2ccccc23)cc1. The result is 0 (non-inhibitor). (6) The molecule is CS(=O)(=O)N1CCC2(CC1)CN(Cc1cc(C(F)(F)F)cc(C(F)(F)F)c1)C2. The result is 0 (non-inhibitor).